Task: Predict the product of the given reaction.. Dataset: Forward reaction prediction with 1.9M reactions from USPTO patents (1976-2016) (1) The product is: [CH2:1]([O:5][C:6]([C:8]1[C:9]([OH:18])=[C:10]2[CH:17]=[CH:16][S:15][C:11]2=[C:12]([C:20]#[C:19][Si:21]([CH3:24])([CH3:23])[CH3:22])[N:13]=1)=[O:7])[CH2:2][CH2:3][CH3:4]. Given the reactants [CH2:1]([O:5][C:6]([C:8]1[C:9]([OH:18])=[C:10]2[CH:17]=[CH:16][S:15][C:11]2=[C:12](Br)[N:13]=1)=[O:7])[CH2:2][CH2:3][CH3:4].[C:19]([Si:21]([CH3:24])([CH3:23])[CH3:22])#[CH:20].C(N(CC)CC)C, predict the reaction product. (2) Given the reactants C1(C([N:19]2[C:23]3[CH:24]=[C:25]([F:29])[C:26]([F:28])=[CH:27][C:22]=3[N:21]=[C:20]2[C:30]2[C:31](OC)=N[C:33](OC)=[CH:34][CH:35]=2)COC2C=CC(C(O)=O)=CN=2)CCCCC1.C1(C=[O:46])CCCC1.[Cl:47][C:48]1[CH:56]=[CH:55][C:51]([C:52](O)=O)=[CH:50][CH:49]=1.[CH2:57]([N+:64]#[C-:65])[C:58]1[CH:63]=[CH:62][CH:61]=[CH:60][CH:59]=1.Cl.C(=O)(O)[O-].[Na+], predict the reaction product. The product is: [CH2:57]([NH:64][C:65](=[O:46])[CH:20]([N:21]1[C:22]2[CH:27]=[C:26]([F:28])[C:25]([F:29])=[CH:24][C:23]=2[N:19]=[C:52]1[C:51]1[CH:55]=[CH:56][C:48]([Cl:47])=[CH:49][CH:50]=1)[CH:30]1[CH2:35][CH2:34][CH2:33][CH2:31]1)[C:58]1[CH:63]=[CH:62][CH:61]=[CH:60][CH:59]=1. (3) Given the reactants [Cl:1][C:2]1[CH:7]=[CH:6][C:5]([OH:8])=[C:4]([O:9][C:10]2[CH:15]=[CH:14][C:13]([F:16])=[CH:12][CH:11]=2)[CH:3]=1.[CH2:17]([O:19][C:20](=[O:41])[CH2:21][CH2:22][C:23]1[CH:28]=[CH:27][C:26]([O:29][CH2:30][CH2:31][CH:32](OS(C)(=O)=O)[CH3:33])=[CH:25][C:24]=1[CH2:39][CH3:40])[CH3:18], predict the reaction product. The product is: [CH2:17]([O:19][C:20](=[O:41])[CH2:21][CH2:22][C:23]1[CH:28]=[CH:27][C:26]([O:29][CH2:30][CH2:31][C@@H:32]([O:8][C:5]2[CH:6]=[CH:7][C:2]([Cl:1])=[CH:3][C:4]=2[O:9][C:10]2[CH:15]=[CH:14][C:13]([F:16])=[CH:12][CH:11]=2)[CH3:33])=[CH:25][C:24]=1[CH2:39][CH3:40])[CH3:18]. (4) Given the reactants [CH3:1][O:2][C:3]1[CH:4]=[C:5]([N:9]([C:16]2[CH:21]=[CH:20][CH:19]=[CH:18][CH:17]=2)[CH2:10][CH2:11][NH:12][C:13](=[O:15])[CH3:14])[CH:6]=[CH:7][CH:8]=1.[C:22](OC(=O)CCC)(=O)[CH2:23]CC, predict the reaction product. The product is: [CH3:1][O:2][C:3]1[CH:4]=[C:5]([N:9]([C:16]2[CH:21]=[CH:20][CH:19]=[CH:18][CH:17]=2)[CH2:10][CH2:11][NH:12][C:13](=[O:15])[CH2:14][CH2:22][CH3:23])[CH:6]=[CH:7][CH:8]=1. (5) Given the reactants [NH:1]1[CH2:6][CH2:5][O:4][CH2:3][CH2:2]1.[F:7][C:8]1[CH:13]=[C:12]([N+:14]([O-:16])=[O:15])[CH:11]=[C:10](F)[CH:9]=1.O, predict the reaction product. The product is: [F:7][C:8]1[CH:9]=[C:10]([N:1]2[CH2:6][CH2:5][O:4][CH2:3][CH2:2]2)[CH:11]=[C:12]([N+:14]([O-:16])=[O:15])[CH:13]=1.